From a dataset of Full USPTO retrosynthesis dataset with 1.9M reactions from patents (1976-2016). Predict the reactants needed to synthesize the given product. (1) Given the product [OH:2][C:3]1[CH:4]=[C:5]2[CH:11]=[CH:10][NH:9][C:6]2=[N:7][CH:8]=1, predict the reactants needed to synthesize it. The reactants are: C[O:2][C:3]1[CH:4]=[C:5]2[CH:11]=[CH:10][NH:9][C:6]2=[N:7][CH:8]=1.B(Br)(Br)Br.[OH-].[Na+]. (2) The reactants are: Br[C:2]1[CH:3]=[N:4][C:5]([Cl:8])=[N:6][CH:7]=1.[CH:9](/B(O)O)=[CH:10]\[CH3:11].C(=O)([O-])[O-].[K+].[K+].CCOC(C)=O. Given the product [Cl:8][C:5]1[N:4]=[CH:3][C:2](/[CH:9]=[CH:10]/[CH3:11])=[CH:7][N:6]=1, predict the reactants needed to synthesize it. (3) Given the product [C:21]([O:16][C:8]([N:9]1[CH2:2][CH2:3][CH2:4][C:5]1([C:6]#[N:15])[CH3:11])=[O:33])([CH3:24])([CH3:23])[CH3:22], predict the reactants needed to synthesize it. The reactants are: Cl[CH2:2][CH2:3][CH2:4][C:5](=O)[CH3:6].[C-:8]#[N:9].[Na+].[C:11]([O-])(=O)C.[NH4+:15].[OH-:16].[Na+].C(OC(O[C:21]([CH3:24])([CH3:23])[CH3:22])=O)(O[C:21]([CH3:24])([CH3:23])[CH3:22])=O.[OH2:33]. (4) Given the product [OH:12][C@H:5]([C:6]1[CH:11]=[CH:10][CH:9]=[CH:8][CH:7]=1)[C@H:2]([CH3:3])[CH:1]=[O:4], predict the reactants needed to synthesize it. The reactants are: [CH:1](=[O:4])[CH2:2][CH3:3].[CH:5](=[O:12])[C:6]1[CH:11]=[CH:10][CH:9]=[CH:8][CH:7]=1.N1CCC[C@H]1C(O)=O. (5) Given the product [CH3:2][C:3]1[N:13]=[CH:11][S:12][C:4]=1[C:5]([NH2:15])=[O:7], predict the reactants needed to synthesize it. The reactants are: Cl[CH2:2][C:3](=O)[CH2:4][C:5]([O:7]CC)=O.[CH:11]([NH2:13])=[S:12].O.[NH3:15]. (6) Given the product [CH2:44]([N:43]([CH2:46][CH3:47])[CH2:41][CH2:40][O:1][C:2]1[CH:3]=[CH:4][C:5]([CH2:6][CH2:8][CH2:9][CH2:10][NH:11][C:12]2[CH:17]=[C:16]([O:18][CH3:19])[CH:15]=[CH:14][C:13]=2[CH:20]2[CH2:29][CH2:28][C:27]3[CH:26]=[C:25]([OH:30])[CH:24]=[CH:23][C:22]=3[CH2:21]2)=[CH:37][CH:38]=1)[CH3:45], predict the reactants needed to synthesize it. The reactants are: [OH:1][C:2]1[CH:38]=[CH:37][C:5]([C:6]([CH2:8][CH2:9][CH2:10][NH:11][C:12]2[CH:17]=[C:16]([O:18][CH3:19])[CH:15]=[CH:14][C:13]=2[CH:20]2[CH2:29][CH2:28][C:27]3[CH:26]=[C:25]([O:30]C(=O)C(C)(C)C)[CH:24]=[CH:23][C:22]=3[CH2:21]2)=O)=[CH:4][CH:3]=1.Cl[CH2:40][C:41]([N:43]([CH2:46][CH3:47])[CH2:44][CH3:45])=O. (7) Given the product [CH3:18][O:19][C:20]1[CH:21]=[C:22]2[C:26](=[CH:27][CH:28]=1)[N:25]([NH:29][C:15]([C:11]1[C:12]([CH3:14])=[N:13][C:8]([C:4]3[CH:5]=[CH:6][CH:7]=[C:2]([F:1])[CH:3]=3)=[N:9][CH:10]=1)=[O:17])[C:24]([CH3:30])=[CH:23]2, predict the reactants needed to synthesize it. The reactants are: [F:1][C:2]1[CH:3]=[C:4]([C:8]2[N:13]=[C:12]([CH3:14])[C:11]([C:15]([OH:17])=O)=[CH:10][N:9]=2)[CH:5]=[CH:6][CH:7]=1.[CH3:18][O:19][C:20]1[CH:21]=[C:22]2[C:26](=[CH:27][CH:28]=1)[N:25]([NH2:29])[C:24]([CH3:30])=[CH:23]2.C[N+]1(C2N=C(OC)N=C(OC)N=2)CCOCC1.[Cl-]. (8) Given the product [C:19]([O:18][C:16]([N:13]1[CH2:14][CH2:15][CH:10]([N:9]([C:5]2[CH:6]=[CH:7][CH:8]=[C:3]([O:2][CH3:1])[CH:4]=2)[CH2:24][C:25]2[CH:30]=[CH:29][N:28]=[C:27]([C:31]3[CH:36]=[C:35]([O:37][CH3:38])[C:34]([O:39][CH3:40])=[C:33]([O:41][CH3:42])[CH:32]=3)[CH:26]=2)[CH2:11][CH2:12]1)=[O:17])([CH3:22])([CH3:21])[CH3:20], predict the reactants needed to synthesize it. The reactants are: [CH3:1][O:2][C:3]1[CH:8]=[CH:7][CH:6]=[C:5]([NH:9][CH:10]2[CH2:15][CH2:14][N:13]([C:16]([O:18][C:19]([CH3:22])([CH3:21])[CH3:20])=[O:17])[CH2:12][CH2:11]2)[CH:4]=1.Cl[CH2:24][C:25]1[CH:30]=[CH:29][N:28]=[C:27]([C:31]2[CH:36]=[C:35]([O:37][CH3:38])[C:34]([O:39][CH3:40])=[C:33]([O:41][CH3:42])[CH:32]=2)[CH:26]=1. (9) Given the product [Cl:18][CH:13]([C:11]1[CH:10]=[N:9][N:8]([C:4]2[CH:5]=[CH:6][CH:7]=[C:2]([Cl:1])[CH:3]=2)[N:12]=1)[CH3:14], predict the reactants needed to synthesize it. The reactants are: [Cl:1][C:2]1[CH:3]=[C:4]([N:8]2[N:12]=[C:11]([CH:13](O)[CH3:14])[CH:10]=[N:9]2)[CH:5]=[CH:6][CH:7]=1.O=S(Cl)[Cl:18]. (10) Given the product [Br:1][C:2]1[N:7]=[C:6]([CH2:8][NH:9][C:10]2[C:15]([CH:16]([CH2:17][CH3:18])[CH2:19][CH3:20])=[CH:14][CH:13]=[CH:12][C:11]=2[CH:21]([CH2:22][CH3:23])[CH2:24][CH3:25])[CH:5]=[CH:4][CH:3]=1, predict the reactants needed to synthesize it. The reactants are: [Br:1][C:2]1[N:7]=[C:6](/[CH:8]=[N:9]/[C:10]2[C:15]([CH:16]([CH2:19][CH3:20])[CH2:17][CH3:18])=[CH:14][CH:13]=[CH:12][C:11]=2[CH:21]([CH2:24][CH3:25])[CH2:22][CH3:23])[CH:5]=[CH:4][CH:3]=1.[BH3-]C#N.[Na+].CC(O)=O.CO.